This data is from TCR-epitope binding with 47,182 pairs between 192 epitopes and 23,139 TCRs. The task is: Binary Classification. Given a T-cell receptor sequence (or CDR3 region) and an epitope sequence, predict whether binding occurs between them. (1) The TCR CDR3 sequence is CSAREGTARYEQYF. Result: 1 (the TCR binds to the epitope). The epitope is DPFRLLQNSQVFS. (2) The epitope is DATYQRTRALVR. The TCR CDR3 sequence is CASSDGDHSYEQYF. Result: 1 (the TCR binds to the epitope). (3) The epitope is NLWNTFTRL. The TCR CDR3 sequence is CASRDEGTLHF. Result: 0 (the TCR does not bind to the epitope). (4) The epitope is KRWIILGLNK. The TCR CDR3 sequence is CASSRRTGELFF. Result: 1 (the TCR binds to the epitope). (5) The epitope is FRYMNSQGL. The TCR CDR3 sequence is CASSQGLAYEQFF. Result: 0 (the TCR does not bind to the epitope). (6) Result: 0 (the TCR does not bind to the epitope). The epitope is NLNESLIDL. The TCR CDR3 sequence is CASSGGWRTGELFF.